From a dataset of Full USPTO retrosynthesis dataset with 1.9M reactions from patents (1976-2016). Predict the reactants needed to synthesize the given product. (1) Given the product [CH3:19][O:18][C:6]1[C:7]2[C:8](=[O:9])[NH:10][N:11]([CH:12]3[CH2:17][CH2:16][CH2:15][O:14][CH2:13]3)[C:2]=2[CH:3]=[CH:4][N:5]=1, predict the reactants needed to synthesize it. The reactants are: I[C:2]1[C:7]([C:8]([NH:10][NH:11][CH:12]2[CH2:17][CH2:16][CH2:15][O:14][CH2:13]2)=[O:9])=[C:6]([O:18][CH3:19])[N:5]=[CH:4][CH:3]=1.N1CCC[C@H]1C(O)=O.C(=O)([O-])[O-].[K+].[K+]. (2) Given the product [Br:1][C:2]1[CH:11]=[N:10][C:9]2[NH:8][CH2:7][C:6]([CH3:14])([CH3:13])[O:5][C:4]=2[CH:3]=1, predict the reactants needed to synthesize it. The reactants are: [Br:1][C:2]1[CH:11]=[N:10][C:9]2[NH:8][C:7](=O)[C:6]([CH3:14])([CH3:13])[O:5][C:4]=2[CH:3]=1. (3) The reactants are: [N:1]1[CH:6]=[CH:5][CH:4]=[C:3]([C:7]([OH:9])=O)[N:2]=1.CN(C(ON1N=NC2C=CC=NC1=2)=[N+](C)C)C.F[P-](F)(F)(F)(F)F.CCN(C(C)C)C(C)C.[NH2:43][C:44]1[CH:49]=[CH:48][C:47]([C:50]2[S:54][C:53]([C:55]([O:57][CH3:58])=[O:56])=[C:52]([N:59]([C:63]([C@H:65]3[CH2:70][CH2:69][C@H:68]([CH3:71])[CH2:67][CH2:66]3)=[O:64])[CH:60]([CH3:62])[CH3:61])[CH:51]=2)=[CH:46][CH:45]=1. Given the product [CH3:71][C@H:68]1[CH2:69][CH2:70][C@H:65]([C:63]([N:59]([CH:60]([CH3:62])[CH3:61])[C:52]2[CH:51]=[C:50]([C:47]3[CH:48]=[CH:49][C:44]([NH:43][C:7]([C:3]4[N:2]=[N:1][CH:6]=[CH:5][CH:4]=4)=[O:9])=[CH:45][CH:46]=3)[S:54][C:53]=2[C:55]([O:57][CH3:58])=[O:56])=[O:64])[CH2:66][CH2:67]1, predict the reactants needed to synthesize it. (4) The reactants are: [Cl:1][C:2]1[CH:7]=[CH:6][C:5]([O:8][CH3:9])=[CH:4][C:3]=1[NH:10][CH2:11][CH2:12][C:13]1[CH:18]=[CH:17][C:16]([C:19]([F:22])([F:21])[F:20])=[CH:15][CH:14]=1.C(OC([NH:30][CH:31]([C:35]1[CH:40]=[CH:39][CH:38]=[CH:37][CH:36]=1)[C:32](O)=[O:33])=O)(C)(C)C. Given the product [NH2:30][CH:31]([C:35]1[CH:40]=[CH:39][CH:38]=[CH:37][CH:36]=1)[C:32]([N:10]([C:3]1[CH:4]=[C:5]([O:8][CH3:9])[CH:6]=[CH:7][C:2]=1[Cl:1])[CH2:11][CH2:12][C:13]1[CH:18]=[CH:17][C:16]([C:19]([F:21])([F:20])[F:22])=[CH:15][CH:14]=1)=[O:33], predict the reactants needed to synthesize it. (5) Given the product [Cl:43][C:44]1[CH:45]=[C:46]([NH:47][CH2:15][C:17]2[CH:22]=[CH:21][C:20]([C:23]([F:25])([F:24])[F:26])=[CH:19][C:18]=2[C:27]2[CH:28]=[CH:29][C:30]([C:33]([NH:35][CH2:36][CH2:37][C:38]([O:40][CH2:41][CH3:42])=[O:39])=[O:34])=[N:31][CH:32]=2)[CH:48]=[CH:49][C:50]=1[I:51], predict the reactants needed to synthesize it. The reactants are: [BH-](OC(C)=O)(OC(C)=O)OC(C)=O.[Na+].[CH:15]([C:17]1[CH:22]=[CH:21][C:20]([C:23]([F:26])([F:25])[F:24])=[CH:19][C:18]=1[C:27]1[CH:28]=[CH:29][C:30]([C:33]([NH:35][CH2:36][CH2:37][C:38]([O:40][CH2:41][CH3:42])=[O:39])=[O:34])=[N:31][CH:32]=1)=O.[Cl:43][C:44]1[CH:45]=[C:46]([CH:48]=[CH:49][C:50]=1[I:51])[NH2:47].CC(O)=O. (6) Given the product [O:1]=[C:2]1[CH2:5][CH:4]([C:6]([O:8][C:9]([CH3:12])([CH3:11])[CH3:10])=[O:7])[CH2:3]1, predict the reactants needed to synthesize it. The reactants are: [O:1]=[C:2]1[CH2:5][CH:4]([C:6]([OH:8])=[O:7])[CH2:3]1.[C:9](O)([CH3:12])([CH3:11])[CH3:10].C1CCC(N=C=NC2CCCCC2)CC1.